Dataset: Reaction yield outcomes from USPTO patents with 853,638 reactions. Task: Predict the reaction yield, written as a fraction of the theoretical maximum amount of product (1.0 means a 100% yield; for example, 0.34 means a 34% yield). (1) The reactants are [CH3:1][O:2][C:3]1[CH:4]=[C:5]([NH:15][C:16]2[N:20]=[C:19]([NH2:21])[NH:18][N:17]=2)[CH:6]=[CH:7][C:8]=1[N:9]1[CH:13]=[C:12]([CH3:14])[N:11]=[CH:10]1.[C:22](/[C:30](=[CH:33]/N(C)C)/[C:31]#[N:32])(=O)[C:23]1[CH:28]=[CH:27][CH:26]=[CH:25][CH:24]=1. The catalyst is C(O)(=O)C. The product is [CH3:1][O:2][C:3]1[CH:4]=[C:5]([NH:15][C:16]2[N:20]=[C:19]3[N:21]=[CH:33][C:30]([C:31]#[N:32])=[C:22]([C:23]4[CH:24]=[CH:25][CH:26]=[CH:27][CH:28]=4)[N:18]3[N:17]=2)[CH:6]=[CH:7][C:8]=1[N:9]1[CH:13]=[C:12]([CH3:14])[N:11]=[CH:10]1. The yield is 0.170. (2) The product is [Br:1][C:2]1[CH:3]=[CH:4][C:5]([S:11][CH2:9][CH3:10])=[N:6][CH:7]=1. The yield is 0.880. The catalyst is CN(C=O)C. The reactants are [Br:1][C:2]1[CH:3]=[CH:4][C:5](Cl)=[N:6][CH:7]=1.[CH2:9]([S-:11])[CH3:10].[Na+].O. (3) The reactants are [CH2:1]([O:8][C:9]1[CH:18]=[C:17]2[C:12]([C:13](Cl)=[N:14][CH:15]=[N:16]2)=[CH:11][C:10]=1[O:20][CH3:21])[C:2]1[CH:7]=[CH:6][CH:5]=[CH:4][CH:3]=1.[F:22][C:23]1[CH:28]=[CH:27][C:26]([NH:29][C:30]([C:32]2([C:35]([NH:37][C:38]3[CH:43]=[CH:42][C:41]([OH:44])=[C:40]([F:45])[CH:39]=3)=[O:36])[CH2:34][CH2:33]2)=[O:31])=[CH:25][CH:24]=1.C(=O)([O-])[O-].[K+].[K+]. The catalyst is CC(N(C)C)=O. The product is [F:22][C:23]1[CH:24]=[CH:25][C:26]([NH:29][C:30]([C:32]2([C:35]([NH:37][C:38]3[CH:43]=[CH:42][C:41]([O:44][C:13]4[C:12]5[C:17](=[CH:18][C:9]([O:8][CH2:1][C:2]6[CH:7]=[CH:6][CH:5]=[CH:4][CH:3]=6)=[C:10]([O:20][CH3:21])[CH:11]=5)[N:16]=[CH:15][N:14]=4)=[C:40]([F:45])[CH:39]=3)=[O:36])[CH2:34][CH2:33]2)=[O:31])=[CH:27][CH:28]=1. The yield is 0.760. (4) The reactants are C([N:8]1[CH:13]2[CH:14]([OH:18])[C:15](=[O:17])[CH2:16][CH:9]1[CH2:10][O:11][CH2:12]2)C1C=CC=CC=1.[CH3:31][C:30]([O:29][C:27](O[C:27]([O:29][C:30]([CH3:33])([CH3:32])[CH3:31])=[O:28])=[O:28])([CH3:33])[CH3:32]. The catalyst is CO.[Pd]. The product is [OH:18][CH:14]1[C:15](=[O:17])[CH2:16][CH:9]2[N:8]([C:27]([O:29][C:30]([CH3:31])([CH3:32])[CH3:33])=[O:28])[CH:13]1[CH2:12][O:11][CH2:10]2. The yield is 1.00. (5) The reactants are C([O:3][C:4]([C:6]1[C:7]([C:11]2[CH:16]=[CH:15][CH:14]=[CH:13][N:12]=2)=[N:8][O:9][CH:10]=1)=[O:5])C.COC(=O)[C@@H](NC(C1C=NC(OCC2C(C3C=CC=CC=3)=NOC=2C)=CC=1)=O)CC1C=CC=CC=1. No catalyst specified. The product is [N:12]1[CH:13]=[CH:14][CH:15]=[CH:16][C:11]=1[C:7]1[C:6]([C:4]([OH:5])=[O:3])=[CH:10][O:9][N:8]=1. The yield is 0.790. (6) The reactants are Cl[C:2]1[C:7]([CH3:8])=[C:6]([O:9][CH2:10][C:11]([O:13][CH3:14])=[O:12])[N:5]=[C:4]([CH:15]2[CH2:17][CH2:16]2)[N:3]=1.[N-:18]=[N+:19]=[N-:20].[Na+].O.CCOCC. The catalyst is CN(C)C=O. The product is [N:18]([C:2]1[C:7]([CH3:8])=[C:6]([O:9][CH2:10][C:11]([O:13][CH3:14])=[O:12])[N:5]=[C:4]([CH:15]2[CH2:17][CH2:16]2)[N:3]=1)=[N+:19]=[N-:20]. The yield is 0.760. (7) The product is [CH3:1][C:2]1[S:3][C:4]2[C:10]3[N:20]=[C:21]([NH2:23])[N:22]=[CH:12][C:9]=3[CH2:8][CH2:7][C:5]=2[N:6]=1. The reactants are [CH3:1][C:2]1[S:3][C:4]2[C:10](=O)[C:9](=[CH:12]N3CCOCC3)[CH2:8][CH2:7][C:5]=2[N:6]=1.Cl.[NH2:20][C:21]([NH2:23])=[NH:22].[OH-].[Na+]. The catalyst is CCO. The yield is 0.900. (8) The reactants are [NH2:1][CH2:2][C:3]1[CH:7]=[C:6]([C:8]2[C:9]([C:38]([NH:40][CH2:41][CH3:42])=[O:39])=[N:10][O:11][C:12]=2[C:13]2[CH:18]=[C:17]([CH:19]([CH3:21])[CH3:20])[C:16]([O:22][CH2:23][C:24]3[CH:29]=[CH:28][CH:27]=[CH:26][CH:25]=3)=[CH:15][C:14]=2[O:30][CH2:31][C:32]2[CH:37]=[CH:36][CH:35]=[CH:34][CH:33]=2)[O:5][N:4]=1.[C:43](O[C:43](=[O:46])[CH2:44][CH3:45])(=[O:46])[CH2:44][CH3:45]. No catalyst specified. The product is [CH2:31]([O:30][C:14]1[CH:15]=[C:16]([O:22][CH2:23][C:24]2[CH:29]=[CH:28][CH:27]=[CH:26][CH:25]=2)[C:17]([CH:19]([CH3:21])[CH3:20])=[CH:18][C:13]=1[C:12]1[O:11][N:10]=[C:9]([C:38]([NH:40][CH2:41][CH3:42])=[O:39])[C:8]=1[C:6]1[O:5][N:4]=[C:3]([CH2:2][NH:1][C:43](=[O:46])[CH2:44][CH3:45])[CH:7]=1)[C:32]1[CH:37]=[CH:36][CH:35]=[CH:34][CH:33]=1. The yield is 0.950. (9) The yield is 0.747. No catalyst specified. The product is [F:1][C:2]([F:14])([F:13])[C:3]([C:6]1[NH:15][CH:8]=[CH:9][C:10](=[O:12])[CH:11]=1)([CH3:5])[CH3:4]. The reactants are [F:1][C:2]([F:14])([F:13])[C:3]([C:6]1O[CH:8]=[CH:9][C:10](=[O:12])[CH:11]=1)([CH3:5])[CH3:4].[NH4+:15].[OH-]. (10) The reactants are [C:1]([C:4]1[CH:5]=[C:6]([CH:38]=[CH:39][CH:40]=1)[CH2:7][C:8]1[C:9](=[O:37])[N:10]([CH2:18][C:19]2[CH:24]=[CH:23][C:22]([C:25]3[CH:30]=[CH:29][CH:28]=[CH:27][C:26]=3[C:31]3[NH:35][C:34](=[O:36])[O:33][N:32]=3)=[CH:21][CH:20]=2)[C:11]([CH2:15][CH2:16][CH3:17])=[N:12][C:13]=1[CH3:14])(=[O:3])[CH3:2].[BH4-].[Na+]. The catalyst is O1CCCC1CO.C(OCC)(=O)C. The product is [OH:3][CH:1]([C:4]1[CH:5]=[C:6]([CH:38]=[CH:39][CH:40]=1)[CH2:7][C:8]1[C:9](=[O:37])[N:10]([CH2:18][C:19]2[CH:24]=[CH:23][C:22]([C:25]3[CH:30]=[CH:29][CH:28]=[CH:27][C:26]=3[C:31]3[NH:35][C:34](=[O:36])[O:33][N:32]=3)=[CH:21][CH:20]=2)[C:11]([CH2:15][CH2:16][CH3:17])=[N:12][C:13]=1[CH3:14])[CH3:2]. The yield is 0.690.